This data is from NCI-60 drug combinations with 297,098 pairs across 59 cell lines. The task is: Regression. Given two drug SMILES strings and cell line genomic features, predict the synergy score measuring deviation from expected non-interaction effect. Synergy scores: CSS=41.1, Synergy_ZIP=-1.13, Synergy_Bliss=-4.10, Synergy_Loewe=-24.8, Synergy_HSA=-4.78. Drug 1: COC1=CC(=CC(=C1O)OC)C2C3C(COC3=O)C(C4=CC5=C(C=C24)OCO5)OC6C(C(C7C(O6)COC(O7)C8=CC=CS8)O)O. Drug 2: CC(C)CN1C=NC2=C1C3=CC=CC=C3N=C2N. Cell line: MOLT-4.